From a dataset of Catalyst prediction with 721,799 reactions and 888 catalyst types from USPTO. Predict which catalyst facilitates the given reaction. Reactant: [Si:1]([O:8][CH2:9][C:10]1[S:11][CH:12]=[CH:13][N:14]=1)([C:4]([CH3:7])([CH3:6])[CH3:5])([CH3:3])[CH3:2].[Li]C(C)(C)C.[Sn:20](Cl)([CH2:29][CH2:30][CH2:31][CH3:32])([CH2:25][CH2:26][CH2:27][CH3:28])[CH2:21][CH2:22][CH2:23][CH3:24].[NH4+].[Cl-]. Product: [Si:1]([O:8][CH2:9][C:10]1[S:11][C:12]([Sn:20]([CH2:25][CH2:26][CH2:27][CH3:28])([CH2:29][CH2:30][CH2:31][CH3:32])[CH2:21][CH2:22][CH2:23][CH3:24])=[CH:13][N:14]=1)([C:4]([CH3:7])([CH3:5])[CH3:6])([CH3:2])[CH3:3]. The catalyst class is: 1.